From a dataset of Peptide-MHC class II binding affinity with 134,281 pairs from IEDB. Regression. Given a peptide amino acid sequence and an MHC pseudo amino acid sequence, predict their binding affinity value. This is MHC class II binding data. (1) The peptide sequence is SLGEAWTGGGSDKAL. The MHC is DRB1_0301 with pseudo-sequence DRB1_0301. The binding affinity (normalized) is 0. (2) The peptide sequence is GEEQIVDKIDAAFKI. The MHC is DRB1_0701 with pseudo-sequence DRB1_0701. The binding affinity (normalized) is 0.603. (3) The MHC is DRB1_0404 with pseudo-sequence DRB1_0404. The binding affinity (normalized) is 0.615. The peptide sequence is KWVQMCSRTLKNSHQ. (4) The peptide sequence is RSRPRRTTRRMDRRT. The MHC is HLA-DPA10301-DPB10402 with pseudo-sequence HLA-DPA10301-DPB10402. The binding affinity (normalized) is 0.300. (5) The MHC is DRB1_0301 with pseudo-sequence DRB1_0301. The peptide sequence is PTVDIEEAPEMPALY. The binding affinity (normalized) is 0.327. (6) The peptide sequence is VDPTDYFRNEQSIPP. The MHC is HLA-DQA10101-DQB10501 with pseudo-sequence HLA-DQA10101-DQB10501. The binding affinity (normalized) is 0.424. (7) The peptide sequence is YTTEGGTKGEAKDVI. The MHC is HLA-DQA10101-DQB10501 with pseudo-sequence HLA-DQA10101-DQB10501. The binding affinity (normalized) is 0. (8) The peptide sequence is AKDVIPEGWKADTAY. The MHC is HLA-DQA10501-DQB10201 with pseudo-sequence HLA-DQA10501-DQB10201. The binding affinity (normalized) is 0.408. (9) The peptide sequence is FAVATITHAAELQRV. The MHC is HLA-DPA10301-DPB10402 with pseudo-sequence HLA-DPA10301-DPB10402. The binding affinity (normalized) is 0.766. (10) The peptide sequence is VRVEILRNFYFINRL. The MHC is DRB1_0404 with pseudo-sequence DRB1_0404. The binding affinity (normalized) is 0.644.